This data is from Reaction yield outcomes from USPTO patents with 853,638 reactions. The task is: Predict the reaction yield, written as a fraction of the theoretical maximum amount of product (1.0 means a 100% yield; for example, 0.34 means a 34% yield). (1) The yield is 0.490. The reactants are [C:1]([C:3]1[CH:8]=[CH:7][CH:6]=[CH:5][C:4]=1[C:9]1[CH:14]=[CH:13][C:12]([CH2:15][C:16]2[C:17](=[O:41])[N:18]([C@H:28]3[CH2:33][CH2:32][C@H:31]([O:34][CH2:35][C:36]([O:38]CC)=O)[CH2:30][CH2:29]3)[C:19]3[N:20]([N:25]=[CH:26][N:27]=3)[C:21]=2[CH2:22][CH2:23][CH3:24])=[CH:11][CH:10]=1)#[N:2].[CH2:42]([Mg]Br)[CH3:43].Cl.O1CC[CH2:49][CH2:48]1. The product is [CH2:48]([C:36]([OH:38])([CH2:42][CH3:43])[CH2:35][O:34][C@H:31]1[CH2:30][CH2:29][C@H:28]([N:18]2[C:17](=[O:41])[C:16]([CH2:15][C:12]3[CH:11]=[CH:10][C:9]([C:4]4[C:3]([C:1]#[N:2])=[CH:8][CH:7]=[CH:6][CH:5]=4)=[CH:14][CH:13]=3)=[C:21]([CH2:22][CH2:23][CH3:24])[N:20]3[N:25]=[CH:26][N:27]=[C:19]23)[CH2:33][CH2:32]1)[CH3:49]. No catalyst specified. (2) The reactants are [CH3:1][NH:2][C:3](=[O:17])[N:4]([C:11]1[CH:16]=[CH:15][CH:14]=[CH:13][CH:12]=1)[CH:5]1[CH2:10][CH2:9][NH:8][CH2:7][CH2:6]1.[CH3:18][C:19]1[NH:23][C:22]([C:24]2[CH:29]=[CH:28][C:27]([C:30]([F:33])([F:32])[F:31])=[CH:26][CH:25]=2)=[N:21][C:20]=1[CH:34]=O.C(O[BH-](OC(=O)C)OC(=O)C)(=O)C.[Na+].C(=O)([O-])O.[Na+]. The catalyst is ClCCl.C(OCC)(=O)C. The product is [CH3:1][NH:2][C:3](=[O:17])[N:4]([CH:5]1[CH2:10][CH2:9][N:8]([CH2:18][C:19]2[N:23]=[C:22]([C:24]3[CH:25]=[CH:26][C:27]([C:30]([F:33])([F:32])[F:31])=[CH:28][CH:29]=3)[NH:21][C:20]=2[CH3:34])[CH2:7][CH2:6]1)[C:11]1[CH:16]=[CH:15][CH:14]=[CH:13][CH:12]=1. The yield is 0.260. (3) The reactants are [CH3:1][O:2][C:3]([C:5]1[CH:6]=[C:7](B(O)O)[CH:8]=[CH:9][CH:10]=1)=[O:4].Br[C:15]1[CH:20]=[CH:19][CH:18]=[CH:17][N:16]=1.C([O-])([O-])=O.[K+].[K+].O1CCOCC1. The catalyst is C1C=CC(P(C2C=CC=CC=2)[C-]2C=CC=C2)=CC=1.C1C=CC(P(C2C=CC=CC=2)[C-]2C=CC=C2)=CC=1.Cl[Pd]Cl.[Fe+2].O. The product is [N:16]1[CH:17]=[CH:18][CH:19]=[CH:20][C:15]=1[C:7]1[CH:6]=[C:5]([CH:10]=[CH:9][CH:8]=1)[C:3]([O:2][CH3:1])=[O:4]. The yield is 0.900. (4) The reactants are C([O:4][CH2:5][CH2:6][CH:7]([CH3:14])[CH2:8][CH:9]1[CH2:13][CH2:12][CH2:11][CH2:10]1)(=O)C.[OH-].[Na+]. The catalyst is O. The product is [CH:9]1([CH2:8][CH:7]([CH3:14])[CH2:6][CH2:5][OH:4])[CH2:13][CH2:12][CH2:11][CH2:10]1. The yield is 0.920.